This data is from Reaction yield outcomes from USPTO patents with 853,638 reactions. The task is: Predict the reaction yield, written as a fraction of the theoretical maximum amount of product (1.0 means a 100% yield; for example, 0.34 means a 34% yield). (1) The reactants are F[C:2](F)(F)C(O)=O.[O:8]=[C:9]([N:28]1[CH2:33][CH2:32][C:31]([CH2:34][C:35]2[S:36][CH:37]=[CH:38][N:39]=2)=[CH:30][CH2:29]1)/[CH:10]=[CH:11]/[C:12]1[CH:13]=[C:14]2[C:24](=[N:25][CH:26]=1)[NH:23][C:22](=[O:27])[C:16]1([CH2:21][CH2:20][NH:19][CH2:18][CH2:17]1)[CH2:15]2.C=O.C(N(CC)CC)C.[BH4-].[Na+]. The catalyst is CO. The product is [CH3:2][N:19]1[CH2:20][CH2:21][C:16]2([CH2:15][C:14]3[C:24](=[N:25][CH:26]=[C:12](/[CH:11]=[CH:10]/[C:9](=[O:8])[N:28]4[CH2:33][CH2:32][C:31]([CH2:34][C:35]5[S:36][CH:37]=[CH:38][N:39]=5)=[CH:30][CH2:29]4)[CH:13]=3)[NH:23][C:22]2=[O:27])[CH2:17][CH2:18]1. The yield is 0.150. (2) The catalyst is CO. The product is [CH2:9]([NH:1][C:2]1[N:3]=[CH:4][NH:5][C:6]=1[C:7]#[N:8])[CH2:10][CH2:11][CH2:12][CH3:13]. The reactants are [NH2:1][C:2]1[N:3]=[CH:4][NH:5][C:6]=1[C:7]#[N:8].[CH:9](=O)[CH2:10][CH2:11][CH2:12][CH3:13].C([BH3-])#N.[Na+]. The yield is 0.700. (3) The reactants are Cl[C:2]1[N:3]=[C:4]2[CH:12]=[CH:11][C:10]([F:13])=[CH:9][N:5]2[C:6](=[O:8])[CH:7]=1.CC1(C)C(C)(C)OB([C:22]2[CH:23]=[C:24]3[CH:30]=[CH:29][NH:28][C:25]3=[N:26][CH:27]=2)O1.C([O-])([O-])=O.[K+].[K+]. The catalyst is C(#N)C.C1C=CC([P]([Pd]([P](C2C=CC=CC=2)(C2C=CC=CC=2)C2C=CC=CC=2)([P](C2C=CC=CC=2)(C2C=CC=CC=2)C2C=CC=CC=2)[P](C2C=CC=CC=2)(C2C=CC=CC=2)C2C=CC=CC=2)(C2C=CC=CC=2)C2C=CC=CC=2)=CC=1. The product is [F:13][C:10]1[CH:11]=[CH:12][C:4]2[N:5]([CH:9]=1)[C:6](=[O:8])[CH:7]=[C:2]([C:22]1[CH:23]=[C:24]3[CH:30]=[CH:29][NH:28][C:25]3=[N:26][CH:27]=1)[N:3]=2. The yield is 0.890. (4) The reactants are [C:1](Cl)(=[O:4])[CH:2]=[CH2:3].[NH2:6][C:7]1[C:8]([N:34]([CH2:36][CH2:37][N:38]([CH3:40])[CH3:39])[CH3:35])=[CH:9][C:10]([O:32][CH3:33])=[C:11]([NH:13][C:14]2[N:19]=[C:18]([C:20]3[C:28]4[C:23](=[CH:24][CH:25]=[CH:26][CH:27]=4)[N:22]([CH3:29])[CH:21]=3)[C:17]([C:30]#[N:31])=[CH:16][N:15]=2)[CH:12]=1.CCN(C(C)C)C(C)C. The catalyst is C(Cl)Cl. The product is [C:30]([C:17]1[C:18]([C:20]2[C:28]3[C:23](=[CH:24][CH:25]=[CH:26][CH:27]=3)[N:22]([CH3:29])[CH:21]=2)=[N:19][C:14]([NH:13][C:11]2[C:10]([O:32][CH3:33])=[CH:9][C:8]([N:34]([CH2:36][CH2:37][N:38]([CH3:39])[CH3:40])[CH3:35])=[C:7]([NH:6][C:1](=[O:4])[CH:2]=[CH2:3])[CH:12]=2)=[N:15][CH:16]=1)#[N:31]. The yield is 0.360. (5) The reactants are [CH2:1]([C@H:8]([NH:31][C:32](=[O:38])[O:33][C:34](C)([CH3:36])[CH3:35])[C@@H:9]([OH:30])[CH:10]([NH:18][S:19]([C:22]1[CH:27]=[CH:26][C:25]([O:28][CH3:29])=[CH:24][CH:23]=1)(=[O:21])=[O:20])[O:11][CH:12]1[CH2:17][CH2:16][CH2:15][CH2:14][CH2:13]1)[C:2]1[CH:7]=[CH:6][CH:5]=[CH:4][CH:3]=1.[C:39](=O)([O:47]C1C=CC([N+]([O-])=O)=CC=1)[O:40]C1COCOC1.C(N(C(C)C)CC)(C)C.C(#N)C. The catalyst is FC(F)(F)C(O)=O. The product is [CH2:1]([C@H:8]([NH:31][C:32](=[O:38])[O:33][CH:34]1[CH2:35][O:47][CH2:39][O:40][CH2:36]1)[C@@H:9]([OH:30])[CH:10]([NH:18][S:19]([C:22]1[CH:27]=[CH:26][C:25]([O:28][CH3:29])=[CH:24][CH:23]=1)(=[O:20])=[O:21])[O:11][CH:12]1[CH2:13][CH2:14][CH2:15][CH2:16][CH2:17]1)[C:2]1[CH:3]=[CH:4][CH:5]=[CH:6][CH:7]=1. The yield is 0.190.